From a dataset of Catalyst prediction with 721,799 reactions and 888 catalyst types from USPTO. Predict which catalyst facilitates the given reaction. (1) Reactant: [C:1]([NH:5][C:6]([C:8]1[C:16]2[C:11](=[N:12][CH:13]=[C:14]([NH:17][C:18]3[CH:23]=[CH:22][C:21]([CH:24]=O)=[CH:20][CH:19]=3)[N:15]=2)[N:10]([CH2:26][O:27][CH2:28][CH2:29][Si:30]([CH3:33])([CH3:32])[CH3:31])[CH:9]=1)=[O:7])([CH3:4])([CH3:3])[CH3:2].[C:34]([CH2:36][C:37]([N:39]([CH3:41])[CH3:40])=[O:38])#[N:35].C(O)(=O)C.N1CCCCC1. Product: [C:1]([NH:5][C:6]([C:8]1[C:16]2[C:11](=[N:12][CH:13]=[C:14]([NH:17][C:18]3[CH:19]=[CH:20][C:21]([CH:24]=[C:36]([C:34]#[N:35])[C:37]([N:39]([CH3:41])[CH3:40])=[O:38])=[CH:22][CH:23]=3)[N:15]=2)[N:10]([CH2:26][O:27][CH2:28][CH2:29][Si:30]([CH3:33])([CH3:32])[CH3:31])[CH:9]=1)=[O:7])([CH3:4])([CH3:3])[CH3:2]. The catalyst class is: 8. (2) Reactant: C([NH:8][CH:9]([C:16]1[NH:20][C:19]2[CH:21]=[CH:22][C:23]([Cl:25])=[CH:24][C:18]=2[N:17]=1)[C:10]1[CH:11]=[N:12][CH:13]=[CH:14][CH:15]=1)(OC(C)(C)C)=O.FC(F)(F)C(O)=O. Product: [Cl:25][C:23]1[CH:22]=[CH:21][C:19]2[NH:20][C:16]([CH:9]([NH2:8])[C:10]3[CH:11]=[N:12][CH:13]=[CH:14][CH:15]=3)=[N:17][C:18]=2[CH:24]=1. The catalyst class is: 4. (3) Reactant: Br.[NH2:2][CH:3]1[CH2:7][CH2:6][O:5][C:4]1=[O:8].[C:9](=N)([C:16]1[CH:21]=[CH:20][CH:19]=[CH:18][CH:17]=1)[C:10]1[CH:15]=[CH:14][CH:13]=[CH:12][CH:11]=1. Product: [C:10]1([C:9](=[N:2][CH:3]2[CH2:7][CH2:6][O:5][C:4]2=[O:8])[C:16]2[CH:17]=[CH:18][CH:19]=[CH:20][CH:21]=2)[CH:15]=[CH:14][CH:13]=[CH:12][CH:11]=1. The catalyst class is: 34. (4) Reactant: Br[CH2:2][CH2:3][O:4][CH2:5][CH2:6]Br.C(N(C(C)C)CC)(C)C.CN(C)C(=O)C.[NH2:23][C:24]1[CH:33]=[C:27]2[CH:28]=[CH:29][C:30]([Cl:32])=[CH:31][N:26]2[N:25]=1. Product: [Cl:32][C:30]1[CH:29]=[CH:28][C:27]2[N:26]([N:25]=[C:24]([N:23]3[CH2:6][CH2:5][O:4][CH2:3][CH2:2]3)[CH:33]=2)[CH:31]=1. The catalyst class is: 13. (5) Reactant: [CH3:1][O:2][C:3](=[O:17])[C:4]([CH:12]1[CH2:16][CH2:15][CH2:14][CH2:13]1)([OH:11])[C:5]1[CH:10]=[CH:9][CH:8]=[CH:7][CH:6]=1.O[C@@H:19]1[CH:24]2C[CH2:26][N:21]([CH2:22][CH2:23]2)[CH2:20]1. Product: [N:21]12[CH2:22][CH2:23][CH:24]([CH2:19][CH2:20]1)[C@@H:1]([O:2][C:3](=[O:17])[C:4]([CH:12]1[CH2:16][CH2:15][CH2:14][CH2:13]1)([OH:11])[C:5]1[CH:6]=[CH:7][CH:8]=[CH:9][CH:10]=1)[CH2:26]2. The catalyst class is: 11. (6) Reactant: [C:1]([O:5][C:6]([N:8]1[CH2:13][CH2:12][O:11][C@@H:10]([C:14]2[CH:19]=[CH:18][C:17]([NH2:20])=[C:16]([F:21])[CH:15]=2)[CH2:9]1)=[O:7])([CH3:4])([CH3:3])[CH3:2].CN1CCOCC1.CN(C(ON1N=NC2C=CC=CC1=2)=[N+](C)C)C.[B-](F)(F)(F)F.[CH:51]1([C:54]2[N:55]=[CH:56][C:57]([C:60](O)=[O:61])=[N:58][CH:59]=2)[CH2:53][CH2:52]1. Product: [C:1]([O:5][C:6]([N:8]1[CH2:13][CH2:12][O:11][C@@H:10]([C:14]2[CH:19]=[CH:18][C:17]([NH:20][C:60]([C:57]3[CH:56]=[N:55][C:54]([CH:51]4[CH2:52][CH2:53]4)=[CH:59][N:58]=3)=[O:61])=[C:16]([F:21])[CH:15]=2)[CH2:9]1)=[O:7])([CH3:4])([CH3:2])[CH3:3]. The catalyst class is: 118. (7) Reactant: [Cl:1][C:2]1[CH:3]=[C:4]2[C:8](=[CH:9][CH:10]=1)[NH:7][C:6]1[C@@H:11]([CH2:15][CH:16]([CH3:18])[CH3:17])[NH:12][CH2:13][CH2:14][C:5]2=1. Product: [ClH:1].[Cl:1][C:2]1[CH:3]=[C:4]2[C:8](=[CH:9][CH:10]=1)[NH:7][C:6]1[CH:11]([CH2:15][CH:16]([CH3:18])[CH3:17])[NH:12][CH2:13][CH2:14][C:5]2=1.[Cl:1][C:2]1[CH:3]=[C:4]2[C:8](=[CH:9][CH:10]=1)[NH:7][C:6]1[C@H:11]([CH2:15][CH:16]([CH3:18])[CH3:17])[NH:12][CH2:13][CH2:14][C:5]2=1. The catalyst class is: 14. (8) Reactant: C1(B(O)O)C=CC=CC=1.C(C1C=CC(B(O)O)=CC=1)CCC.[CH2:23]([C:27]1[CH:32]=[CH:31][C:30]([C:33]2[CH:37]=[CH:36][O:35][C:34]=2[C:38]([NH:40][NH2:41])=[O:39])=[CH:29][CH:28]=1)[CH2:24][CH2:25][CH3:26].C([O:45][C:46]1[CH:54]=[CH:53][C:49]([C:50](O)=[O:51])=[CH:48][C:47]=1[N+:55]([O-:57])=[O:56])(=O)C.CCN=C=NCCCN(C)C. Product: [OH:45][C:46]1[CH:54]=[CH:53][C:49]([C:50]([NH:41][NH:40][C:38]([C:34]2[O:35][CH:36]=[CH:37][C:33]=2[C:30]2[CH:29]=[CH:28][C:27]([CH2:23][CH2:24][CH2:25][CH3:26])=[CH:32][CH:31]=2)=[O:39])=[O:51])=[CH:48][C:47]=1[N+:55]([O-:57])=[O:56]. The catalyst class is: 794. (9) Reactant: [I:1][C:2]1[CH:13]=[CH:12][C:5]([CH2:6][C@@H:7]([C:9]([OH:11])=[O:10])[NH2:8])=[CH:4][CH:3]=1.C(N(CC)CC)C.[F:21][C:22]([F:33])([F:32])[C:23](O[C:23](=[O:24])[C:22]([F:33])([F:32])[F:21])=[O:24]. Product: [F:21][C:22]([F:33])([F:32])[C:23]([NH:8][C@H:7]([C:9]([OH:11])=[O:10])[CH2:6][C:5]1[CH:4]=[CH:3][C:2]([I:1])=[CH:13][CH:12]=1)=[O:24]. The catalyst class is: 21.